This data is from Full USPTO retrosynthesis dataset with 1.9M reactions from patents (1976-2016). The task is: Predict the reactants needed to synthesize the given product. The reactants are: [C:1]([O:5][C:6](=[O:35])[NH:7][C:8]1([C:12]2[CH:17]=[CH:16][C:15]([C:18]3[N:19]=[C:20]4[CH:25]=[CH:24][C:23]([CH2:26]Cl)=[CH:22][N:21]4[C:28]=3[C:29]3[CH:34]=[CH:33][CH:32]=[CH:31][CH:30]=3)=[CH:14][CH:13]=2)[CH2:11][CH2:10][CH2:9]1)([CH3:4])([CH3:3])[CH3:2].[CH3:36][O:37][CH2:38][CH2:39][NH2:40]. Given the product [C:1]([O:5][C:6](=[O:35])[NH:7][C:8]1([C:12]2[CH:17]=[CH:16][C:15]([C:18]3[N:19]=[C:20]4[CH:25]=[CH:24][C:23]([CH2:26][NH:40][CH2:39][CH2:38][O:37][CH3:36])=[CH:22][N:21]4[C:28]=3[C:29]3[CH:34]=[CH:33][CH:32]=[CH:31][CH:30]=3)=[CH:14][CH:13]=2)[CH2:11][CH2:10][CH2:9]1)([CH3:4])([CH3:3])[CH3:2], predict the reactants needed to synthesize it.